This data is from Forward reaction prediction with 1.9M reactions from USPTO patents (1976-2016). The task is: Predict the product of the given reaction. (1) Given the reactants [Br:1][C:2]1[CH:3]=[C:4]([OH:8])[CH:5]=[CH:6][CH:7]=1.[CH2:9]([CH:11]([CH2:14][CH3:15])[CH2:12]O)[CH3:10], predict the reaction product. The product is: [Br:1][C:2]1[CH:7]=[CH:6][CH:5]=[C:4]([O:8][CH2:12][CH:11]([CH2:14][CH3:15])[CH2:9][CH3:10])[CH:3]=1. (2) Given the reactants [C:1]([O:5][C:6](=[O:27])[NH:7][C@H:8]([CH2:23][CH:24]([CH3:26])[CH3:25])[C:9]([NH:11][C:12]1[CH:17]=[C:16]([O:18][CH3:19])[C:15]([Br:20])=[CH:14][C:13]=1[C:21]#[N:22])=[O:10])([CH3:4])([CH3:3])[CH3:2].[Cl-].[NH4+].[N-:30]=[N+:31]=[N-:32].[Na+].O, predict the reaction product. The product is: [C:1]([O:5][C:6](=[O:27])[NH:7][C@H:8]([CH2:23][CH:24]([CH3:25])[CH3:26])[C:9]([NH:11][C:12]1[CH:17]=[C:16]([O:18][CH3:19])[C:15]([Br:20])=[CH:14][C:13]=1[C:21]1[N:30]=[N:31][NH:32][N:22]=1)=[O:10])([CH3:4])([CH3:3])[CH3:2].